From a dataset of Catalyst prediction with 721,799 reactions and 888 catalyst types from USPTO. Predict which catalyst facilitates the given reaction. (1) Reactant: [Br:1][C:2]1[S:6][C:5]([CH3:7])=[N:4][C:3]=1[C:8]1[CH:13]=[CH:12][N:11]=[CH:10][CH:9]=1.ClC1C=CC=C(C(OO)=[O:22])C=1. Product: [Br:1][C:2]1[S:6][C:5]([CH3:7])=[N:4][C:3]=1[C:8]1[CH:13]=[CH:12][N+:11]([O-:22])=[CH:10][CH:9]=1. The catalyst class is: 57. (2) Reactant: [C:1]([C@@H:3]1[CH2:7][CH2:6][CH2:5][N:4]1[C:8]([O:10]C(C)(C)C)=O)#[N:2].FC(F)(F)C(O)=O.[CH2:22]([C:34]1[CH:42]=[CH:41][C:37](C(O)=O)=[CH:36][CH:35]=1)[CH2:23][CH2:24][CH2:25][CH2:26][CH2:27][CH2:28][CH2:29][CH2:30][CH2:31][CH2:32][CH3:33].C1CN([P+](ON2N=NC3C=CC=CC2=3)(N2CCCC2)N2CCCC2)CC1.F[P-](F)(F)(F)(F)F.C(N(CC)C(C)C)(C)C. Product: [CH2:22]([C:34]1[CH:35]=[CH:36][C:37]([C:8]([N:4]2[CH2:5][CH2:6][CH2:7][C@H:3]2[C:1]#[N:2])=[O:10])=[CH:41][CH:42]=1)[CH2:23][CH2:24][CH2:25][CH2:26][CH2:27][CH2:28][CH2:29][CH2:30][CH2:31][CH2:32][CH3:33]. The catalyst class is: 317. (3) Reactant: [Cl-].[NH3+:2][CH2:3][C@@:4]1([OH:12])[CH:9]2[CH2:10][CH2:11][NH+:6]([CH2:7][CH2:8]2)[CH2:5]1.[Cl-].C(=O)([O-])[O-].[Cs+].[Cs+].[N:20]([C:23]1[N:24]=[CH:25][C:26]2[C:31]([CH:32]=1)=[CH:30][C:29]([O:33][CH3:34])=[C:28]([O:35][CH3:36])[CH:27]=2)=[C:21]=S.C(=NC(C)C)=NC(C)C. Product: [CH3:34][O:33][C:29]1[CH:30]=[C:31]2[C:26](=[CH:27][C:28]=1[O:35][CH3:36])[CH:25]=[N:24][C:23]([NH:20][C:21]1[O:12][C@:4]3([CH2:3][N:2]=1)[CH:9]1[CH2:8][CH2:7][N:6]([CH2:11][CH2:10]1)[CH2:5]3)=[CH:32]2. The catalyst class is: 618. (4) Reactant: [CH2:1]([P:3]([CH2:6][CH3:7])[CH2:4][CH3:5])[CH3:2].[Br:8][CH2:9][CH2:10][CH2:11][CH2:12][CH2:13][CH2:14][CH2:15][CH2:16][CH2:17][CH2:18][CH2:19][CH3:20].CCCCCC. Product: [Br-:8].[CH2:1]([P+:3]([CH2:6][CH3:7])([CH2:4][CH3:5])[CH2:9][CH2:10][CH2:11][CH2:12][CH2:13][CH2:14][CH2:15][CH2:16][CH2:17][CH2:18][CH2:19][CH3:20])[CH3:2]. The catalyst class is: 11. (5) Reactant: C([O-])(=O)C.[K+].[Br:6]Br.[CH2:8]([N:11]1[C:15]([CH2:16][CH:17]2[CH2:22][CH2:21][O:20][CH2:19][CH2:18]2)=[CH:14][C:13]([C:23]#[N:24])=[N:12]1)[CH2:9][CH3:10].S([O-])(O)=O.[Na+]. Product: [Br:6][C:14]1[C:13]([C:23]#[N:24])=[N:12][N:11]([CH2:8][CH2:9][CH3:10])[C:15]=1[CH2:16][CH:17]1[CH2:22][CH2:21][O:20][CH2:19][CH2:18]1. The catalyst class is: 15. (6) The catalyst class is: 64. Reactant: [CH3:1][N:2]([CH3:26])[C:3]1[CH:4]=[C:5]([CH:9]=[C:10](/[CH:12]=[CH:13]/[C:14]2[CH:19]=[C:18]([CH3:20])[C:17]([O:21][CH2:22][O:23][CH3:24])=[C:16]([CH3:25])[CH:15]=2)[CH:11]=1)[C:6]([OH:8])=[O:7].C1CCC(N=C=NC2CCCCC2)CC1.[F:42][C:43]1[CH:48]=[CH:47][C:46](O)=[CH:45][CH:44]=1. Product: [CH3:26][N:2]([CH3:1])[C:3]1[CH:4]=[C:5]([CH:9]=[C:10](/[CH:12]=[CH:13]/[C:14]2[CH:15]=[C:16]([CH3:25])[C:17]([O:21][CH2:22][O:23][CH3:24])=[C:18]([CH3:20])[CH:19]=2)[CH:11]=1)[C:6]([O:8][C:46]1[CH:47]=[CH:48][C:43]([F:42])=[CH:44][CH:45]=1)=[O:7]. (7) Reactant: [Br:1][C:2]1[CH:3]=[CH:4][C:5]([OH:11])=[C:6]([C:8](=[O:10])[CH3:9])[CH:7]=1.[CH:12](=O)[C:13]1[CH:18]=[CH:17][N:16]=[CH:15][CH:14]=1.[OH-].[Na+].Cl. Product: [Br:1][C:2]1[CH:3]=[CH:4][C:5]([OH:11])=[C:6]([C:8](=[O:10])/[CH:9]=[CH:12]/[C:13]2[CH:18]=[CH:17][N:16]=[CH:15][CH:14]=2)[CH:7]=1. The catalyst class is: 88. (8) Reactant: [C:1]([C:4]1[CH:9]=[N:8][N:7]2[CH:10]=[C:11]([C:13]3[CH:14]=[C:15]([CH:19]=[CH:20][CH:21]=3)[C:16]([OH:18])=O)[CH:12]=[C:6]2[C:5]=1[NH:22][C@@H:23]([CH:25]1[CH2:27][CH2:26]1)[CH3:24])(=[O:3])[NH2:2].[CH3:28][NH:29][CH3:30].C(N(CC)CC)C.F[P-](F)(F)(F)(F)F.N1(O[P+](N(C)C)(N(C)C)N(C)C)C2C=CC=CC=2N=N1. Product: [CH:25]1([C@H:23]([NH:22][C:5]2[C:6]3[N:7]([CH:10]=[C:11]([C:13]4[CH:21]=[CH:20][CH:19]=[C:15]([C:16](=[O:18])[N:29]([CH3:30])[CH3:28])[CH:14]=4)[CH:12]=3)[N:8]=[CH:9][C:4]=2[C:1]([NH2:2])=[O:3])[CH3:24])[CH2:26][CH2:27]1. The catalyst class is: 3. (9) The catalyst class is: 349. Reactant: [C:1]([O:5][C:6]([NH:8][CH:9]([C@@H:16]1[CH2:20][CH2:19][N:18]([C@@H](C2C=CC=CC=2)C)[CH2:17]1)[C:10]1[CH:15]=[CH:14][CH:13]=[CH:12][CH:11]=1)=[O:7])([CH3:4])([CH3:3])[CH3:2]. Product: [C:1]([O:5][C:6]([NH:8][CH:9]([C@@H:16]1[CH2:20][CH2:19][NH:18][CH2:17]1)[C:10]1[CH:11]=[CH:12][CH:13]=[CH:14][CH:15]=1)=[O:7])([CH3:4])([CH3:2])[CH3:3]. (10) Reactant: [CH:1]1([C:5]([OH:7])=[O:6])[CH2:4][CH2:3][CH2:2]1.ClC(Cl)(Cl)C(=N)O[C:12]([CH3:15])([CH3:14])[CH3:13].C(=O)(O)[O-].[Na+]. Product: [CH:1]1([C:5]([O:7][C:12]([CH3:15])([CH3:14])[CH3:13])=[O:6])[CH2:4][CH2:3][CH2:2]1. The catalyst class is: 1.